Dataset: Experimentally validated miRNA-target interactions with 360,000+ pairs, plus equal number of negative samples. Task: Binary Classification. Given a miRNA mature sequence and a target amino acid sequence, predict their likelihood of interaction. (1) The miRNA is hsa-miR-3928-3p with sequence GGAGGAACCUUGGAGCUUCGGC. The protein sequence of the target gene is MMASYPEPEDAAGALLAPETGRTVKEPEGPPPSPGKGGGGGGGTAPEKPDPAQKPPYSYVALIAMAIRESAEKRLTLSGIYQYIIAKFPFYEKNKKGWQNSIRHNLSLNECFIKVPREGGGERKGNYWTLDPACEDMFEKGNYRRRRRMKRPFRPPPAHFQPGKGLFGAGGAAGGCGVAGAGADGYGYLAPPKYLQSGFLNNSWPLPQPPSPMPYASCQMAAAAAAAAAAAAAAGPGSPGAAAVVKGLAGPAASYGPYTRVQSMALPPGVVNSYNGLGGPPAAPPPPPHPHPHPHAHHLH.... Result: 1 (interaction). (2) The miRNA is hsa-miR-548z with sequence CAAAAACCGCAAUUACUUUUGCA. The protein sequence of the target gene is MQSGTHWRVLGLCLLSVGVWGQDGNEEMGGITQTPYKVSISGTTVILTCPQYPGSEILWQHNDKNIGGDEDDKNIGSDEDHLSLKEFSELEQSGYYVCYPRGSKPEDANFYLYLRARVCENCMEMDVMSVATIVIVDICITGGLLLLVYYWSKNRKAKAKPVTRGAGAGGRQRGQNKERPPPVPNPDYEPIRKGQRDLYSGLNQRRI. Result: 0 (no interaction). (3) The miRNA is hsa-miR-6749-3p with sequence CUCCUCCCCUGCCUGGCCCAG. The protein sequence of the target gene is MELHILEHRLQVASVAKESIPLFTYGLIKLAFLSSKTRCKFFSLTETPEDYTIIVDEEGFLELPSSEHLSVADATWLALNVVSGGGSFSSSQPIGVTKIAKSVIAPLADQNISVFMLSTYQTDFILVRERDLPFVTHTLSSEFTILRVVNGETVAAENLGITNGFVKPKLVQRPVIHPLSSPSNRFCVTSLDPDTLPAVATLLMDVMFYSNGVKDPMATGDDCGHIRFFSFSLIEGYISLVMDVQTQQRFPSNLLFTSASGELWKMVRIGGQPLGFDECGIVAQISEPLAAADIPAYYIS.... Result: 1 (interaction). (4) The miRNA is hsa-miR-135b-3p with sequence AUGUAGGGCUAAAAGCCAUGGG. The protein sequence of the target gene is MAAGGSAPEPRVLVCLGALLAGWVAVGLEAVVIGEVHENVTLHCGNISGLRGQVTWYRNNSEPVFLLSSNSSLRPAEPRFSLVDATSLHIESLSLGDEGIYTCQEILNVTQWFQVWLQVASGPYQIEVHIVATGTLPNGTLYAARGSQVDFSCNSSSRPPPVVEWWFQALNSSSESFGHNLTVNFFSLLLISPNLQGNYTCLALNQLSKRHRKVTTELLVYYPPPSAPQCWAQMASGSFMLQLTCRWDGGYPDPDFLWIEEPGGVIVGKSKLGVEMLSESQLSDGKKFKCVTSHIVGPES.... Result: 0 (no interaction). (5) The miRNA is mmu-miR-451a with sequence AAACCGUUACCAUUACUGAGUU. The protein sequence of the target gene is MKLLLLLLSFSLAPKTEAGEIIGGHEAKPHSRPYMAYLQIMDEYSGSKKCGGFLIREDFVLTAAHCSGSKINVTLGAHNIKEQEKMQQIIPVVKIIPHPAYNSKTISNDIMLLKLKSKAKRSSAVKPLNLPRRNVKVKPGDVCYVAGWGKLGPMGKYSDTLQEVELTVQEDQKCESYLKNYFDKANEICAGDPKIKRASFRGDSGGPLVCKKVAAGIVSYGQNDGSTPRAFTKVSTFLSWIKKTMKKS. Result: 0 (no interaction). (6) The protein sequence of the target gene is MKLEVFVPRAAHGDKMGSDLEGAGSSDVPSPLSAAGDDSLGSDGDCAANSPAAGSGAGDLEGGGGERNSSGGPSAQDGPEATDDSRTQASAAGPCAGGVGGGEGARSKPYTRRPKPPYSYIALIAMAIRDSAGGRLTLAEINEYLMGKFPFFRGSYTGWRNSVRHNLSLNDCFVKVLRDPSRPWGKDNYWMLNPNSEYTFADGVFRRRRKRLSHRTTVSASGLRPEEAPPGPAGTPQPAPAARSSPIARSPARQEERSSPASKFSSSFAIDSILSKPFRSRRDGDSALGVQLPWGAAPCP.... The miRNA is mmu-miR-107-3p with sequence AGCAGCAUUGUACAGGGCUAUCA. Result: 0 (no interaction). (7) The miRNA is hsa-miR-449b-5p with sequence AGGCAGUGUAUUGUUAGCUGGC. The protein sequence of the target gene is MAEDKSKRDSIEMSMKGCQTNNGFVHNEDILEQTPDPGSSTDNLKHSTRGILGSQEPDFKGVQPYAGMPKEVLFQFSGQARYRIPREILFWLTVASVLVLIAATIAIIALSPKCLDWWQEGPMYQIYPRSFKDSNKDGNGDLKGIQDKLDYITALNIKTVWITSFYKSSLKDFRYGVEDFREVDPIFGTMEDFENLVAAIHDKGLKLIIDFIPNHTSDKHIWFQLSRTRTGKYTDYYIWHDCTHENGKTIPPNNWLSVYGNSSWHFDEVRNQCYFHQFMKEQPDLNFRNPDVQEEIKEIL.... Result: 0 (no interaction). (8) The miRNA is hsa-miR-615-3p with sequence UCCGAGCCUGGGUCUCCCUCUU. The protein sequence of the target gene is MAASSLTVTLGRLASACSHSILRPSGPGAASLWSASRRFNSQSTSYLPGYVPKTSLSSPPWPEVVLPDPVEETRHHAEVVKKVNEMIVTGQYGRLFAVVHFASRQWKVTSEDLILIGNELDLACGERIRLEKVLLVGADNFTLLGKPLLGKDLVRVEATVIEKTESWPRIIMRFRKRKNFKKKRIVTTPQTVLRINSIEIAPCLL. Result: 1 (interaction).